Dataset: HIV replication inhibition screening data with 41,000+ compounds from the AIDS Antiviral Screen. Task: Binary Classification. Given a drug SMILES string, predict its activity (active/inactive) in a high-throughput screening assay against a specified biological target. (1) The compound is CCCCCCCC(=O)c1ccc(O)c(C(=O)Nc2ccc(C(F)(F)F)cc2)c1. The result is 0 (inactive). (2) The molecule is O=c1[nH][nH]c(=O)n1Cc1cccc(Cn2c(=O)[nH][nH]c2=O)c1. The result is 0 (inactive).